Task: Regression. Given two drug SMILES strings and cell line genomic features, predict the synergy score measuring deviation from expected non-interaction effect.. Dataset: NCI-60 drug combinations with 297,098 pairs across 59 cell lines (1) Drug 1: C1=C(C(=O)NC(=O)N1)F. Drug 2: C1=NC(=NC(=O)N1C2C(C(C(O2)CO)O)O)N. Cell line: NCI-H226. Synergy scores: CSS=23.6, Synergy_ZIP=8.60, Synergy_Bliss=9.06, Synergy_Loewe=8.57, Synergy_HSA=8.70. (2) Synergy scores: CSS=-1.61, Synergy_ZIP=0.498, Synergy_Bliss=-0.588, Synergy_Loewe=-6.26, Synergy_HSA=-4.15. Drug 2: C1CNP(=O)(OC1)N(CCCl)CCCl. Cell line: T-47D. Drug 1: C1=NC(=NC(=O)N1C2C(C(C(O2)CO)O)O)N.